From a dataset of Forward reaction prediction with 1.9M reactions from USPTO patents (1976-2016). Predict the product of the given reaction. (1) Given the reactants CS(O[CH2:6][C@H:7]1[CH2:12][N:11]([S:13]([C:16]2[S:17][CH:18]=[CH:19][CH:20]=2)(=[O:15])=[O:14])[CH2:10][CH2:9][N:8]1[C:21]1[CH:26]=[CH:25][C:24]([C:27]([OH:33])([CH3:32])[C:28]([F:31])([F:30])[F:29])=[CH:23][CH:22]=1)(=O)=O.[NH:34]1[CH:38]=[CH:37][N:36]=[CH:35]1.C(=O)([O-])[O-].[Cs+].[Cs+], predict the reaction product. The product is: [N:34]1([CH2:6][C@H:7]2[CH2:12][N:11]([S:13]([C:16]3[S:17][CH:18]=[CH:19][CH:20]=3)(=[O:15])=[O:14])[CH2:10][CH2:9][N:8]2[C:21]2[CH:26]=[CH:25][C:24]([C:27]([OH:33])([CH3:32])[C:28]([F:31])([F:29])[F:30])=[CH:23][CH:22]=2)[CH:38]=[CH:37][N:36]=[CH:35]1. (2) The product is: [O:6]1[CH:5]=[CH:4][CH:3]=[C:2]1[CH2:1][O:7][C:29]([C:26]1[CH:25]=[CH:24][C:23]([C:20]2[CH:21]=[CH:22][C:17]([O:16][CH2:8][CH2:9][CH2:10][CH2:11][CH2:12][CH2:13][CH2:14][CH3:15])=[CH:18][CH:19]=2)=[CH:28][CH:27]=1)=[O:30]. Given the reactants [CH2:1]([OH:7])[C:2]1[O:6][CH:5]=[CH:4][CH:3]=1.[CH2:8]([O:16][C:17]1[CH:22]=[CH:21][C:20]([C:23]2[CH:28]=[CH:27][C:26]([C:29](O)=[O:30])=[CH:25][CH:24]=2)=[CH:19][CH:18]=1)[CH2:9][CH2:10][CH2:11][CH2:12][CH2:13][CH2:14][CH3:15], predict the reaction product. (3) Given the reactants Cl[C:2]([O:4][C:5]1[CH:10]=[CH:9][CH:8]=[CH:7][CH:6]=1)=[O:3].[NH2:11][C:12]1[C:13]([O:34][CH3:35])=[C:14]([NH:22][C:23](=[O:33])[CH2:24][O:25][CH2:26][C:27]2[CH:32]=[CH:31][CH:30]=[CH:29][CH:28]=2)[CH:15]=[C:16]([C:18]([CH3:21])([CH3:20])[CH3:19])[CH:17]=1.C([O-])(O)=O.[Na+], predict the reaction product. The product is: [CH2:26]([O:25][CH2:24][C:23]([NH:22][C:14]1[C:13]([O:34][CH3:35])=[C:12]([NH:11][C:2](=[O:3])[O:4][C:5]2[CH:10]=[CH:9][CH:8]=[CH:7][CH:6]=2)[CH:17]=[C:16]([C:18]([CH3:21])([CH3:19])[CH3:20])[CH:15]=1)=[O:33])[C:27]1[CH:28]=[CH:29][CH:30]=[CH:31][CH:32]=1. (4) The product is: [N:23]1([C:21]2[N:22]=[C:17]([N:16]3[C:10]4[CH:9]=[C:8]([C:7]5[C:2]([OH:40])=[N:3][CH:4]=[C:5]([CH3:37])[CH:6]=5)[N:13]=[CH:12][C:11]=4[CH:14]=[N:15]3)[CH:18]=[N:19][CH:20]=2)[CH2:29][CH2:28][CH2:27][NH:26][CH2:25][CH2:24]1. Given the reactants F[C:2]1[C:7]([C:8]2[N:13]=[CH:12][C:11]3[CH:14]=[N:15][N:16]([C:17]4[N:22]=[C:21]([N:23]5[CH2:29][CH2:28][CH2:27][N:26](C(OC(C)(C)C)=O)[CH2:25][CH2:24]5)[CH:20]=[N:19][CH:18]=4)[C:10]=3[CH:9]=2)=[CH:6][C:5]([CH3:37])=[CH:4][N:3]=1.Cl.C[OH:40], predict the reaction product. (5) Given the reactants Cl[C:2]1[N:11]=[CH:10][CH:9]=[C:8]2[C:3]=1[CH:4]=[C:5]([C:34]1[CH:39]=[CH:38][CH:37]=[CH:36][CH:35]=1)[C:6]([C:12]1[CH:17]=[CH:16][C:15]([C:18]3([NH:26][C:27](=[O:33])[O:28][C:29]([CH3:32])([CH3:31])[CH3:30])[CH2:21][C:20]4([O:25][CH2:24][CH2:23][O:22]4)[CH2:19]3)=[CH:14][CH:13]=1)=[N:7]2.[NH2:40][NH2:41].C(=O)(O)[O-].[Na+], predict the reaction product. The product is: [NH:40]([C:2]1[N:11]=[CH:10][CH:9]=[C:8]2[C:3]=1[CH:4]=[C:5]([C:34]1[CH:39]=[CH:38][CH:37]=[CH:36][CH:35]=1)[C:6]([C:12]1[CH:17]=[CH:16][C:15]([C:18]3([NH:26][C:27](=[O:33])[O:28][C:29]([CH3:32])([CH3:31])[CH3:30])[CH2:21][C:20]4([O:25][CH2:24][CH2:23][O:22]4)[CH2:19]3)=[CH:14][CH:13]=1)=[N:7]2)[NH2:41]. (6) The product is: [CH3:11][C@H:9]1[C@H:8]([CH3:12])[CH2:7][C:6]2([CH2:5][C:4](=[O:17])[CH2:18][CH2:13]2)[CH2:10]1. Given the reactants C(O[C:4](=[O:17])[CH2:5][C:6]1([CH2:13][N+]([O-])=O)[CH2:10][C@@H:9]([CH3:11])[C@H:8]([CH3:12])[CH2:7]1)C.[CH3:18]O, predict the reaction product.